This data is from Catalyst prediction with 721,799 reactions and 888 catalyst types from USPTO. The task is: Predict which catalyst facilitates the given reaction. (1) Reactant: Cl[CH:2]([C:8]1[CH:13]=[CH:12][CH:11]=[CH:10][CH:9]=1)[C:3]([O:5][CH2:6][CH3:7])=[O:4].[F:14][C:15]1[CH:20]=[CH:19][CH:18]=[CH:17][C:16]=1[N+:21]([O-:23])=[O:22].Cl. Product: [F:14][C:15]1[CH:20]=[C:19]([CH:2]([C:8]2[CH:13]=[CH:12][CH:11]=[CH:10][CH:9]=2)[C:3]([O:5][CH2:6][CH3:7])=[O:4])[CH:18]=[CH:17][C:16]=1[N+:21]([O-:23])=[O:22]. The catalyst class is: 18. (2) Reactant: C(O[C:5](=[O:7])[CH3:6])(=O)C.CC1[CH:14]=[CH:13][C:12]([CH3:15])=[CH:11][N+:10]=1[O-].[OH-].[Na+].C(Cl)Cl. Product: [CH3:15][C:12]1[CH:13]=[CH:14][C:6]([CH2:5][OH:7])=[N:10][CH:11]=1. The catalyst class is: 6.